Dataset: Reaction yield outcomes from USPTO patents with 853,638 reactions. Task: Predict the reaction yield, written as a fraction of the theoretical maximum amount of product (1.0 means a 100% yield; for example, 0.34 means a 34% yield). (1) The reactants are [Cl:1][CH2:2][CH2:3][CH2:4][NH:5][C:6]1[C:14]([N+:15]([O-:17])=[O:16])=[C:13]([O:18][CH3:19])[CH:12]=[CH:11][C:7]=1[C:8]([OH:10])=[O:9].[C:20](=O)([O-])[O-].[K+].[K+].IC.O. The catalyst is CN(C)C=O. The product is [Cl:1][CH2:2][CH2:3][CH2:4][NH:5][C:6]1[C:14]([N+:15]([O-:17])=[O:16])=[C:13]([O:18][CH3:19])[CH:12]=[CH:11][C:7]=1[C:8]([O:10][CH3:20])=[O:9]. The yield is 0.860. (2) The reactants are [CH:1]([Si:4]([C:11]#[CH:12])([CH:8]([CH3:10])[CH3:9])[CH:5]([CH3:7])[CH3:6])([CH3:3])[CH3:2].Br[C:14]1[CH:15]=[C:16]([CH:19]=[O:20])[O:17][CH:18]=1.C(OCCCC)(C)=O. The catalyst is Cl[Pd](Cl)([P](C1C=CC=CC=1)(C1C=CC=CC=1)C1C=CC=CC=1)[P](C1C=CC=CC=1)(C1C=CC=CC=1)C1C=CC=CC=1.[Cu]I.C(OCC)(=O)C. The product is [CH:8]([Si:4]([C:11]#[C:12][C:14]1[CH:15]=[C:16]([CH:19]=[O:20])[O:17][CH:18]=1)([CH:5]([CH3:6])[CH3:7])[CH:1]([CH3:3])[CH3:2])([CH3:10])[CH3:9]. The yield is 0.720.